This data is from Catalyst prediction with 721,799 reactions and 888 catalyst types from USPTO. The task is: Predict which catalyst facilitates the given reaction. (1) Reactant: [CH3:1][C:2]1[O:6][N:5]=[C:4]([C:7]2[CH:12]=[CH:11][CH:10]=[CH:9][CH:8]=2)[C:3]=1[CH2:13][OH:14].[CH2:15]([O:17][C:18]([C:20]1[CH:25]=[CH:24][C:23](O)=[CH:22][N:21]=1)=[O:19])[CH3:16].C1(P(C2C=CC=CC=2)C2C=CC=CC=2)C=CC=CC=1.N(C(OCC)=O)=NC(OCC)=O. Product: [CH2:15]([O:17][C:18]([C:20]1[CH:25]=[CH:24][C:23]([O:14][CH2:13][C:3]2[C:4]([C:7]3[CH:12]=[CH:11][CH:10]=[CH:9][CH:8]=3)=[N:5][O:6][C:2]=2[CH3:1])=[CH:22][N:21]=1)=[O:19])[CH3:16]. The catalyst class is: 1. (2) Reactant: [F:1][C:2]1[CH:7]=[CH:6][C:5]([CH2:8][C:9]2[CH:18]=[C:17]3[C:12]([C:13]([OH:40])=[C:14]([C:35](OCC)=[O:36])[C:15](=[O:34])[N:16]3[CH2:19][CH2:20][CH2:21][N:22]([CH3:33])[C:23]([O:25][CH2:26][C:27]3[CH:32]=[CH:31][CH:30]=[CH:29][CH:28]=3)=[O:24])=[N:11][CH:10]=2)=[CH:4][CH:3]=1.[NH2:41][CH2:42][CH2:43][OH:44]. Product: [F:1][C:2]1[CH:7]=[CH:6][C:5]([CH2:8][C:9]2[CH:18]=[C:17]3[C:12]([C:13]([OH:40])=[C:14]([C:35]([NH:41][CH2:42][CH2:43][OH:44])=[O:36])[C:15](=[O:34])[N:16]3[CH2:19][CH2:20][CH2:21][N:22]([CH3:33])[C:23](=[O:24])[O:25][CH2:26][C:27]3[CH:28]=[CH:29][CH:30]=[CH:31][CH:32]=3)=[N:11][CH:10]=2)=[CH:4][CH:3]=1. The catalyst class is: 14. (3) Reactant: [CH3:1][N:2]([CH3:4])[NH2:3].C(N(CC)CC)C.[F:12][C:13]1[CH:18]=[C:17]([S:19][C:20]([F:23])([F:22])[F:21])[CH:16]=[CH:15][C:14]=1[N:24]([CH3:28])[C:25](Cl)=[O:26]. Product: [CH3:1][N:2]([CH3:4])[NH:3][C:25](=[O:26])[N:24]([C:14]1[CH:15]=[CH:16][C:17]([S:19][C:20]([F:21])([F:22])[F:23])=[CH:18][C:13]=1[F:12])[CH3:28]. The catalyst class is: 282. (4) Reactant: C[O:2][C:3]([C:5]1[CH:10]=[CH:9][CH:8]=[CH:7][C:6]=1[S:11]([N:14]1[CH2:32][CH2:31][CH2:30][C@H:15]1[C:16]([NH:18][C@H:19]([C:27]([OH:29])=[O:28])[CH2:20][C:21]1[CH:26]=[CH:25][CH:24]=[CH:23][CH:22]=1)=[O:17])(=[O:13])=[O:12])=[O:4].[OH-].[Na+].Cl. Product: [C:3]([C:5]1[CH:10]=[CH:9][CH:8]=[CH:7][C:6]=1[S:11]([N:14]1[CH2:32][CH2:31][CH2:30][C@H:15]1[C:16]([NH:18][C@H:19]([C:27]([OH:29])=[O:28])[CH2:20][C:21]1[CH:22]=[CH:23][CH:24]=[CH:25][CH:26]=1)=[O:17])(=[O:13])=[O:12])([OH:4])=[O:2]. The catalyst class is: 12. (5) Reactant: [OH:1][C:2]1[C:9]([O:10][CH3:11])=[C:8]([O:12][CH3:13])[C:7]([N+:14]([O-:16])=[O:15])=[CH:6][C:3]=1[CH:4]=O.[N+:17]([C:20]1[CH:25]=[CH:24][C:23]([CH2:26][C:27](O)=[O:28])=[CH:22][CH:21]=1)([O-:19])=[O:18].C(N(CC)CC)C.P(Cl)(Cl)(OC1C=CC=CC=1)=O. Product: [CH3:13][O:12][C:8]1[C:9]([O:10][CH3:11])=[C:2]2[C:3]([CH:4]=[C:26]([C:23]3[CH:22]=[CH:21][C:20]([N+:17]([O-:19])=[O:18])=[CH:25][CH:24]=3)[C:27](=[O:28])[O:1]2)=[CH:6][C:7]=1[N+:14]([O-:16])=[O:15]. The catalyst class is: 279. (6) Reactant: C([O:8][C:9]1[CH:10]=[C:11](B(O)O)[CH:12]=[C:13]([F:15])[CH:14]=1)C1C=CC=CC=1.I[C:20]1[C:28]2[C:23](=[N:24][CH:25]=[N:26][C:27]=2[NH2:29])[N:22]([CH:30]([CH3:32])[CH3:31])[N:21]=1.C([O-])([O-])=O.[Na+].[Na+]. Product: [NH2:29][C:27]1[N:26]=[CH:25][N:24]=[C:23]2[N:22]([CH:30]([CH3:32])[CH3:31])[N:21]=[C:20]([C:11]3[CH:10]=[C:9]([OH:8])[CH:14]=[C:13]([F:15])[CH:12]=3)[C:28]=12. The catalyst class is: 414.